Dataset: Catalyst prediction with 721,799 reactions and 888 catalyst types from USPTO. Task: Predict which catalyst facilitates the given reaction. (1) Reactant: [CH:1]([O:4][C:5]([N:7]1[CH2:12][CH2:11][CH:10]([C@H:13]([CH3:24])[CH2:14][CH2:15][O:16][C:17]2[CH:18]=[N:19][C:20](Cl)=[N:21][CH:22]=2)[CH2:9][CH2:8]1)=[O:6])([CH3:3])[CH3:2].[C:25]([O:29][C:30](=[O:46])[NH:31][C@@H:32]1[C@@H:37]([C:38]2[CH:43]=[C:42]([F:44])[CH:41]=[CH:40][C:39]=2[F:45])[CH2:36][CH2:35][NH:34][CH2:33]1)([CH3:28])([CH3:27])[CH3:26]. Product: [CH:1]([O:4][C:5]([N:7]1[CH2:12][CH2:11][CH:10]([C@H:13]([CH3:24])[CH2:14][CH2:15][O:16][C:17]2[CH:18]=[N:19][C:20]([N:34]3[CH2:35][CH2:36][C@H:37]([C:38]4[CH:43]=[C:42]([F:44])[CH:41]=[CH:40][C:39]=4[F:45])[C@@H:32]([NH:31][C:30]([O:29][C:25]([CH3:28])([CH3:27])[CH3:26])=[O:46])[CH2:33]3)=[N:21][CH:22]=2)[CH2:9][CH2:8]1)=[O:6])([CH3:3])[CH3:2]. The catalyst class is: 25. (2) Reactant: Br[C:2]1[CH:7]=[CH:6][C:5]2[O:8][C@H:9]3[CH2:14][CH2:13][O:12][CH2:11][C@@H:10]3[C@:15]3([CH2:19][S:18][C:17]([NH2:20])=[N:16]3)[C:4]=2[CH:3]=1.[Cl:21][C:22]1[CH:23]=[C:24](B(O)O)[CH:25]=[N:26][CH:27]=1.C([O-])([O-])=O.[Na+].[Na+]. Product: [Cl:21][C:22]1[CH:23]=[C:24]([C:2]2[CH:7]=[CH:6][C:5]3[O:8][C@H:9]4[CH2:14][CH2:13][O:12][CH2:11][C@@H:10]4[C@:15]4([CH2:19][S:18][C:17]([NH2:20])=[N:16]4)[C:4]=3[CH:3]=2)[CH:25]=[N:26][CH:27]=1. The catalyst class is: 203.